Dataset: Full USPTO retrosynthesis dataset with 1.9M reactions from patents (1976-2016). Task: Predict the reactants needed to synthesize the given product. (1) Given the product [Br:59][CH2:55][C:17]1[CH:16]=[C:15]([C:12]2[CH:11]=[C:10]([C:23]([NH:25][CH2:26][C:27]3[C:28](=[O:35])[N:29]([CH3:36])[CH:30]=[CH:31][C:32]=3[CH3:33])=[O:24])[C:9]3[CH:8]=[N:7][N:6]([CH:1]4[CH2:5][CH2:4][CH2:3][CH2:2]4)[C:14]=3[CH:13]=2)[CH:20]=[CH:19][CH:18]=1, predict the reactants needed to synthesize it. The reactants are: [CH:1]1([N:6]2[C:14]3[CH:13]=[C:12]([C:15]4[CH:20]=[CH:19][CH:18]=[C:17](CO)[CH:16]=4)[CH:11]=[C:10]([C:23]([NH:25][CH2:26][C:27]4[C:28](=[O:35])[NH:29][C:30](C)=[CH:31][C:32]=4[CH3:33])=[O:24])[C:9]=3[CH:8]=[N:7]2)[CH2:5][CH2:4][CH2:3][CH2:2]1.[C:36]1(P(C2C=CC=CC=2)C2C=CC=CC=2)C=CC=CC=1.[C:55]([Br:59])(Br)(Br)Br.O. (2) Given the product [Cl:31][C:27]1[CH:26]=[C:25]([CH:30]=[CH:29][CH:28]=1)[CH2:24][C:20]1[S:17][C:16]([NH:15][C:5]2[CH:6]=[CH:7][C:8]([N:9]3[CH:13]=[C:12]([CH3:14])[N:11]=[CH:10]3)=[C:3]([O:2][CH3:1])[CH:4]=2)=[N:18][C:21]=1[CH3:22], predict the reactants needed to synthesize it. The reactants are: [CH3:1][O:2][C:3]1[CH:4]=[C:5]([NH:15][C:16]([NH2:18])=[S:17])[CH:6]=[CH:7][C:8]=1[N:9]1[CH:13]=[C:12]([CH3:14])[N:11]=[CH:10]1.Cl[CH:20]([CH2:24][C:25]1[CH:30]=[CH:29][CH:28]=[C:27]([Cl:31])[CH:26]=1)[C:21](=O)[CH3:22]. (3) Given the product [OH:1][C:2]1[C:3]2[CH:4]=[CH:5][CH:6]=[N:7][C:8]=2[C:9]([CH3:19])([CH3:18])[C:10](=[O:21])[C:11]=1[C:12]([O:14][CH2:15][CH3:16])=[O:13], predict the reactants needed to synthesize it. The reactants are: [OH:1][C:2]1[C:3]2[CH:4]=[CH:5][CH:6]=[N:7][C:8]=2[C:9]([CH3:19])([CH3:18])[C:10](=N)[C:11]=1[C:12]([O:14][CH2:15][CH3:16])=[O:13].O.[OH:21]S(O)(=O)=O. (4) Given the product [CH3:1][O:2][C:3]([C@H:5]1[CH2:6][C@H:7]([N:9]2[C:13]3[N:14]=[CH:15][N:16]=[C:17]([NH2:18])[C:12]=3[C:11]([C:19]3[CH:24]=[CH:23][CH:22]=[C:21]([O:25][CH2:26][C:27]4[CH:28]=[CH:29][CH:30]=[CH:31][CH:32]=4)[CH:20]=3)=[C:10]2[Br:33])[CH2:8]1)=[O:4], predict the reactants needed to synthesize it. The reactants are: [CH3:1][O:2][C:3]([C@H:5]1[CH2:8][C@H:7]([N:9]2[C:13]3[N:14]=[CH:15][N:16]=[C:17]([NH2:18])[C:12]=3[C:11]([C:19]3[CH:24]=[CH:23][CH:22]=[C:21]([O:25][CH2:26][C:27]4[CH:32]=[CH:31][CH:30]=[CH:29][CH:28]=4)[CH:20]=3)=[CH:10]2)[CH2:6]1)=[O:4].[Br:33]N1C(=O)CCC1=O. (5) Given the product [CH3:8][N:4]1[CH2:1][C@H:3]2[C:20]3[CH:19]=[CH:18][CH:17]=[CH:22][C:21]=3[CH2:27][CH2:26][CH2:25][C@H:7]2[CH2:5]1, predict the reactants needed to synthesize it. The reactants are: [CH:1]([NH:4][CH:5]([CH3:7])C)([CH3:3])C.[CH2:8]([Li])CCC.[N+](C)([O-])=O.[CH:17]1[C:22]2C=C[CH2:25][CH2:26][CH2:27][C:21]=2[CH:20]=[CH:19][CH:18]=1.